Task: Regression. Given two drug SMILES strings and cell line genomic features, predict the synergy score measuring deviation from expected non-interaction effect.. Dataset: NCI-60 drug combinations with 297,098 pairs across 59 cell lines (1) Drug 1: CC=C1C(=O)NC(C(=O)OC2CC(=O)NC(C(=O)NC(CSSCCC=C2)C(=O)N1)C(C)C)C(C)C. Drug 2: C1=NC2=C(N1)C(=S)N=CN2. Cell line: SF-268. Synergy scores: CSS=38.1, Synergy_ZIP=-1.04, Synergy_Bliss=-2.54, Synergy_Loewe=-4.40, Synergy_HSA=-4.24. (2) Drug 1: C1CCN(CC1)CCOC2=CC=C(C=C2)C(=O)C3=C(SC4=C3C=CC(=C4)O)C5=CC=C(C=C5)O. Drug 2: CC1C(C(=O)NC(C(=O)N2CCCC2C(=O)N(CC(=O)N(C(C(=O)O1)C(C)C)C)C)C(C)C)NC(=O)C3=C4C(=C(C=C3)C)OC5=C(C(=O)C(=C(C5=N4)C(=O)NC6C(OC(=O)C(N(C(=O)CN(C(=O)C7CCCN7C(=O)C(NC6=O)C(C)C)C)C)C(C)C)C)N)C. Cell line: NCI-H522. Synergy scores: CSS=33.0, Synergy_ZIP=-2.18, Synergy_Bliss=3.35, Synergy_Loewe=-25.0, Synergy_HSA=2.57. (3) Drug 1: C1CCC(C1)C(CC#N)N2C=C(C=N2)C3=C4C=CNC4=NC=N3. Drug 2: C1CC(C1)(C(=O)O)C(=O)O.[NH2-].[NH2-].[Pt+2]. Cell line: SR. Synergy scores: CSS=89.3, Synergy_ZIP=4.35, Synergy_Bliss=1.69, Synergy_Loewe=0.472, Synergy_HSA=1.64. (4) Drug 1: CC(C)(C#N)C1=CC(=CC(=C1)CN2C=NC=N2)C(C)(C)C#N. Drug 2: C1=NC(=NC(=O)N1C2C(C(C(O2)CO)O)O)N. Cell line: MOLT-4. Synergy scores: CSS=2.56, Synergy_ZIP=-3.47, Synergy_Bliss=-4.15, Synergy_Loewe=-12.2, Synergy_HSA=-11.4. (5) Drug 1: C1=C(C(=O)NC(=O)N1)N(CCCl)CCCl. Drug 2: CC1=C(C(=O)C2=C(C1=O)N3CC4C(C3(C2COC(=O)N)OC)N4)N. Cell line: U251. Synergy scores: CSS=50.8, Synergy_ZIP=2.80, Synergy_Bliss=2.64, Synergy_Loewe=3.55, Synergy_HSA=8.25. (6) Drug 1: C1=NC2=C(N=C(N=C2N1C3C(C(C(O3)CO)O)F)Cl)N. Drug 2: CC1=C(N=C(N=C1N)C(CC(=O)N)NCC(C(=O)N)N)C(=O)NC(C(C2=CN=CN2)OC3C(C(C(C(O3)CO)O)O)OC4C(C(C(C(O4)CO)O)OC(=O)N)O)C(=O)NC(C)C(C(C)C(=O)NC(C(C)O)C(=O)NCCC5=NC(=CS5)C6=NC(=CS6)C(=O)NCCC[S+](C)C)O. Cell line: SF-295. Synergy scores: CSS=32.8, Synergy_ZIP=-0.994, Synergy_Bliss=-3.11, Synergy_Loewe=-6.77, Synergy_HSA=-0.487. (7) Drug 1: C1=CC(=CC=C1C#N)C(C2=CC=C(C=C2)C#N)N3C=NC=N3. Drug 2: COC1=C2C(=CC3=C1OC=C3)C=CC(=O)O2. Cell line: SF-268. Synergy scores: CSS=-0.852, Synergy_ZIP=0.512, Synergy_Bliss=0.740, Synergy_Loewe=-1.51, Synergy_HSA=-1.00. (8) Drug 1: C1CCC(C(C1)N)N.C(=O)(C(=O)[O-])[O-].[Pt+4]. Drug 2: COCCOC1=C(C=C2C(=C1)C(=NC=N2)NC3=CC=CC(=C3)C#C)OCCOC.Cl. Cell line: UACC62. Synergy scores: CSS=22.3, Synergy_ZIP=-7.39, Synergy_Bliss=-0.713, Synergy_Loewe=-4.99, Synergy_HSA=-1.27.